This data is from Reaction yield outcomes from USPTO patents with 853,638 reactions. The task is: Predict the reaction yield, written as a fraction of the theoretical maximum amount of product (1.0 means a 100% yield; for example, 0.34 means a 34% yield). (1) The reactants are [N+:1]([C:4]1[C:12]2[N:11]=[CH:10][N:9]([C:13]([O:15][C:16]([CH3:19])([CH3:18])[CH3:17])=[O:14])[C:8]=2[CH:7]=[CH:6][CH:5]=1)([O-])=O. The catalyst is CO.[Pd]. The product is [NH2:1][C:4]1[C:12]2[N:11]=[CH:10][N:9]([C:13]([O:15][C:16]([CH3:19])([CH3:18])[CH3:17])=[O:14])[C:8]=2[CH:7]=[CH:6][CH:5]=1. The yield is 0.990. (2) The reactants are [O:1]([C:8]1[N:13]=[CH:12][C:11]([CH:14]=O)=[CH:10][CH:9]=1)[C:2]1[CH:7]=[CH:6][CH:5]=[CH:4][CH:3]=1.[N+:16]([CH3:19])([O-:18])=[O:17].C([O-])(=O)C.[NH4+].[BH4-].[Na+]. The catalyst is C(O)(=O)C. The product is [N+:16]([CH2:19][CH2:14][C:11]1[CH:10]=[CH:9][C:8]([O:1][C:2]2[CH:7]=[CH:6][CH:5]=[CH:4][CH:3]=2)=[N:13][CH:12]=1)([O-:18])=[O:17]. The yield is 0.550. (3) The reactants are [NH2:1][C:2]1[N:3]=[CH:4][C:5]2[CH2:6][C:7](=[O:18])[NH:8][C:9]3[CH:16]=[C:15]([Cl:17])[CH:14]=[CH:13][C:10]=3[C:11]=2[N:12]=1.Br[C:20]1[CH:21]=[C:22]([CH2:28][CH2:29][CH2:30][N:31]([CH3:33])[CH3:32])[C:23]([O:26][CH3:27])=[N:24][CH:25]=1.CC(C1C=C(C(C)C)C(C2C=CC=CC=2P(C2CCCCC2)C2CCCCC2)=C(C(C)C)C=1)C. The catalyst is C1C=CC(/C=C/C(/C=C/C2C=CC=CC=2)=O)=CC=1.C1C=CC(/C=C/C(/C=C/C2C=CC=CC=2)=O)=CC=1.C1C=CC(/C=C/C(/C=C/C2C=CC=CC=2)=O)=CC=1.[Pd].[Pd]. The product is [Cl:17][C:15]1[CH:14]=[CH:13][C:10]2[C:11]3[N:12]=[C:2]([NH:1][C:20]4[CH:25]=[N:24][C:23]([O:26][CH3:27])=[C:22]([CH2:28][CH2:29][CH2:30][N:31]([CH3:32])[CH3:33])[CH:21]=4)[N:3]=[CH:4][C:5]=3[CH2:6][C:7](=[O:18])[NH:8][C:9]=2[CH:16]=1. The yield is 0.180. (4) The reactants are Cl[CH2:2][CH:3]=O.C([O:9][C:10](=[O:27])[C:11]1[C:16]([NH:17][C:18]2[CH:23]=[CH:22][C:21]([Br:24])=[CH:20][C:19]=2[Cl:25])=[CH:15][C:14]([NH2:26])=[N:13][CH:12]=1)(C)(C)C. The catalyst is CCO.CCOC(C)=O. The product is [Br:24][C:21]1[CH:22]=[CH:23][C:18]([NH:17][C:16]2[C:11]([C:10]([OH:9])=[O:27])=[CH:12][N:13]3[CH:2]=[CH:3][N:26]=[C:14]3[CH:15]=2)=[C:19]([Cl:25])[CH:20]=1. The yield is 0.330. (5) The reactants are [F:1][C:2]([F:19])([F:18])[C:3]1[CH:4]=[C:5]([CH2:13][C:14]([O:16][CH3:17])=[O:15])[CH:6]=[C:7]([C:9]([F:12])([F:11])[F:10])[CH:8]=1.C=O.[C:22](=O)([O-])[O-].[K+].[K+]. The catalyst is [I-].C([N+](CCCC)(CCCC)CCCC)CCC.C1(C)C=CC=CC=1. The product is [F:1][C:2]([F:18])([F:19])[C:3]1[CH:4]=[C:5]([C:13](=[CH2:22])[C:14]([O:16][CH3:17])=[O:15])[CH:6]=[C:7]([C:9]([F:11])([F:12])[F:10])[CH:8]=1. The yield is 0.600. (6) The reactants are [Na].C(O[C:5](=[O:17])[CH:6]([C:15]#[N:16])[CH2:7][CH:8]([O:12][CH2:13][CH3:14])[O:9][CH2:10][CH3:11])C.[NH2:18][C:19]([NH2:21])=[S:20]. The yield is 0.360. The catalyst is C(O)C. The product is [NH2:16][C:15]1[N:21]=[C:19]([SH:20])[N:18]=[C:5]([OH:17])[C:6]=1[CH2:7][CH:8]([O:12][CH2:13][CH3:14])[O:9][CH2:10][CH3:11]. (7) The reactants are [CH:1](=O)[CH3:2].[NH2:4][C:5]1[CH:6]=[C:7]([CH:17]=[CH:18][CH:19]=1)[CH2:8][NH:9][C:10](=[O:16])[O:11][C:12]([CH3:15])([CH3:14])[CH3:13].[BH3-]C#N.[Na+].[CH3:24][C:25](O)=O. The catalyst is CC#N.O. The product is [CH2:24]([N:4]([CH2:1][CH3:2])[C:5]1[CH:6]=[C:7]([CH:17]=[CH:18][CH:19]=1)[CH2:8][NH:9][C:10](=[O:16])[O:11][C:12]([CH3:15])([CH3:14])[CH3:13])[CH3:25]. The yield is 0.770.